This data is from Catalyst prediction with 721,799 reactions and 888 catalyst types from USPTO. The task is: Predict which catalyst facilitates the given reaction. (1) Reactant: Br[C:2]1[C:3]([C:16]2[CH:20]=[CH:19][O:18][C:17]=2[CH3:21])=[N:4][C:5]([N:8]2[CH2:13][C@H:12]([CH3:14])[O:11][C@H:10]([CH3:15])[CH2:9]2)=[N:6][CH:7]=1.[ClH:22].B(O)O.C(=O)([O-])[O-].[Na+].[Na+].Cl.[CH3:33][C:34]1[CH:35]=[N:36][CH:37]=[CH:38][C:39]=1B(O)O.Cl.CCOCC. Product: [ClH:22].[CH3:15][C@H:10]1[O:11][C@@H:12]([CH3:14])[CH2:13][N:8]([C:5]2[N:4]=[C:3]([C:16]3[CH:20]=[CH:19][O:18][C:17]=3[CH3:21])[C:2]([C:39]3[CH:38]=[CH:37][N:36]=[CH:35][C:34]=3[CH3:33])=[CH:7][N:6]=2)[CH2:9]1. The catalyst class is: 70. (2) Product: [CH2:16]([N:4]([CH2:1][CH2:2][CH3:3])[C:5]1[N:10]=[C:9]([C:11]([OH:13])=[O:12])[CH:8]=[C:7]([CH3:15])[N:6]=1)[CH2:17][CH3:18]. The catalyst class is: 24. Reactant: [CH2:1]([N:4]([CH2:16][CH2:17][CH3:18])[C:5]1[N:10]=[C:9]([C:11]([O:13]C)=[O:12])[CH:8]=[C:7]([CH3:15])[N:6]=1)[CH2:2][CH3:3].C1COCC1.O.[OH-].[Li+].